Dataset: TCR-epitope binding with 47,182 pairs between 192 epitopes and 23,139 TCRs. Task: Binary Classification. Given a T-cell receptor sequence (or CDR3 region) and an epitope sequence, predict whether binding occurs between them. (1) The epitope is LLFNKVTLA. The TCR CDR3 sequence is CASSSKSGQGTYEQYF. Result: 0 (the TCR does not bind to the epitope). (2) The epitope is PKYVKQNTLKLAT. The TCR CDR3 sequence is CASTDSGSGAYEQYF. Result: 1 (the TCR binds to the epitope).